Dataset: Reaction yield outcomes from USPTO patents with 853,638 reactions. Task: Predict the reaction yield, written as a fraction of the theoretical maximum amount of product (1.0 means a 100% yield; for example, 0.34 means a 34% yield). (1) The reactants are CC(C)([O-])C.[Na+].Br[C:8]1[C:17]2[O:16][CH2:15][CH2:14][N:13]([S:18]([C:21]3[CH:26]=[CH:25][C:24]([Cl:27])=[CH:23][CH:22]=3)(=[O:20])=[O:19])[C:12]=2[CH:11]=[C:10]([CH3:28])[CH:9]=1.[NH:29]1[CH2:34][CH2:33][NH:32][CH2:31][CH2:30]1. The catalyst is C1(C)C=CC=CC=1.C(OCC)(=O)C.C1C=CC(/C=C/C(/C=C/C2C=CC=CC=2)=O)=CC=1.C1C=CC(/C=C/C(/C=C/C2C=CC=CC=2)=O)=CC=1.C1C=CC(/C=C/C(/C=C/C2C=CC=CC=2)=O)=CC=1.[Pd].[Pd].C1(P(C2C=CC=CC=2)C2C=CC3C(=CC=CC=3)C=2C2C3C(=CC=CC=3)C=CC=2P(C2C=CC=CC=2)C2C=CC=CC=2)C=CC=CC=1. The product is [Cl:27][C:24]1[CH:25]=[CH:26][C:21]([S:18]([N:13]2[C:12]3[CH:11]=[C:10]([CH3:28])[CH:9]=[C:8]([N:29]4[CH2:34][CH2:33][NH:32][CH2:31][CH2:30]4)[C:17]=3[O:16][CH2:15][CH2:14]2)(=[O:20])=[O:19])=[CH:22][CH:23]=1. The yield is 0.796. (2) The reactants are [CH2:1]([OH:4])[CH2:2][OH:3].[H-].[Na+].F[C:8]1[CH:9]=[CH:10][C:11]([CH:14]=[O:15])=[N:12][CH:13]=1.O. The catalyst is ClCCCl. The product is [OH:3][CH2:2][CH2:1][O:4][C:8]1[CH:9]=[CH:10][C:11]([CH:14]=[O:15])=[N:12][CH:13]=1. The yield is 0.628. (3) The reactants are [Cl:1][C:2]1[C:6]([C:7]([F:10])([F:9])[F:8])=[N:5][N:4]([CH3:11])[C:3]=1[C:12]1[CH:13]=[C:14]([NH2:20])[CH:15]=[CH:16][C:17]=1[O:18][CH3:19].[F:21][C:22]1[CH:27]=[CH:26][C:25]([N:28]=[C:29]=[O:30])=[CH:24][CH:23]=1. The catalyst is C(Cl)Cl. The product is [Cl:1][C:2]1[C:6]([C:7]([F:10])([F:8])[F:9])=[N:5][N:4]([CH3:11])[C:3]=1[C:12]1[CH:13]=[C:14]([NH:20][C:29]([NH:28][C:25]2[CH:26]=[CH:27][C:22]([F:21])=[CH:23][CH:24]=2)=[O:30])[CH:15]=[CH:16][C:17]=1[O:18][CH3:19]. The yield is 0.630. (4) The product is [F:17][CH:18]([F:22])[C:19]([NH:1][CH2:2][C@@H:3]1[O:7][C:6](=[O:8])[N:5]([C:9]2[CH:14]=[CH:13][C:12]([I:15])=[C:11]([F:16])[CH:10]=2)[CH2:4]1)=[O:20]. The reactants are [NH2:1][CH2:2][C@@H:3]1[O:7][C:6](=[O:8])[N:5]([C:9]2[CH:14]=[CH:13][C:12]([I:15])=[C:11]([F:16])[CH:10]=2)[CH2:4]1.[F:17][CH:18]([F:22])[C:19](O)=[O:20].C(N(CC)C(C)C)(C)C.CCN=C=NCCCN(C)C. The yield is 0.916. The catalyst is C(Cl)Cl. (5) The reactants are [N+:1]([C:4]1[CH:5]=[C:6]([C:11]([F:14])([F:13])[F:12])[C:7](O)=[N:8][CH:9]=1)([O-:3])=[O:2].P(Cl)(Cl)(Cl)(Cl)[Cl:16].P(Cl)(Cl)(Cl)=O. No catalyst specified. The product is [Cl:16][C:7]1[C:6]([C:11]([F:14])([F:13])[F:12])=[CH:5][C:4]([N+:1]([O-:3])=[O:2])=[CH:9][N:8]=1. The yield is 0.770. (6) The reactants are C[O:2][C:3]([C:5]1[CH:14]=[C:13]([O:15][CH2:16][C:17](=[O:27])[NH:18][C:19]2[CH:24]=[CH:23][CH:22]=[C:21]([CH2:25][OH:26])[CH:20]=2)[C:12]2[C:7](=[CH:8][C:9]([Cl:28])=[CH:10][CH:11]=2)[CH:6]=1)=[O:4].[Li+].[OH-]. The yield is 0.660. No catalyst specified. The product is [Cl:28][C:9]1[CH:8]=[C:7]2[C:12]([C:13]([O:15][CH2:16][C:17](=[O:27])[NH:18][C:19]3[CH:24]=[CH:23][CH:22]=[C:21]([CH2:25][OH:26])[CH:20]=3)=[CH:14][C:5]([C:3]([OH:4])=[O:2])=[CH:6]2)=[CH:11][CH:10]=1. (7) The yield is 0.650. The reactants are [F:1][C:2]1[CH:7]=[CH:6][C:5]([C:8]2[CH:16]=[CH:15][CH:14]=[C:13]3[C:9]=2[CH2:10][C:11](=[O:17])[NH:12]3)=[CH:4][CH:3]=1.[N:18]1([CH2:23][CH2:24][NH:25][C:26]([C:28]2[CH:32]=[C:31]([CH3:33])[NH:30][C:29]=2[CH:34]=O)=[O:27])[CH:22]=[CH:21][N:20]=[N:19]1. The product is [N:18]1([CH2:23][CH2:24][NH:25][C:26]([C:28]2[CH:32]=[C:31]([CH3:33])[NH:30][C:29]=2[CH:34]=[C:10]2[C:9]3[C:13](=[CH:14][CH:15]=[CH:16][C:8]=3[C:5]3[CH:4]=[CH:3][C:2]([F:1])=[CH:7][CH:6]=3)[NH:12][C:11]2=[O:17])=[O:27])[CH:22]=[CH:21][N:20]=[N:19]1. The catalyst is C(O)C.N1CCCCC1.